From a dataset of Full USPTO retrosynthesis dataset with 1.9M reactions from patents (1976-2016). Predict the reactants needed to synthesize the given product. Given the product [O:10]=[C:8]1[N:7]([C:11]2[CH:12]=[CH:13][C:14]3[C:20](=[O:21])[CH2:19][CH2:18][S:17][CH2:16][C:15]=3[CH:22]=2)[CH2:6][C@H:5]([CH2:4][NH:1][C:29](=[O:30])[CH3:28])[O:9]1, predict the reactants needed to synthesize it. The reactants are: [N:1]([CH2:4][C@@H:5]1[O:9][C:8](=[O:10])[N:7]([C:11]2[CH:12]=[CH:13][C:14]3[C:20](=[O:21])[CH2:19][CH2:18][S:17][CH2:16][C:15]=3[CH:22]=2)[CH2:6]1)=[N+]=[N-].S1C=CC=C1[CH2:28][C:29](O)=[O:30].